This data is from Forward reaction prediction with 1.9M reactions from USPTO patents (1976-2016). The task is: Predict the product of the given reaction. (1) Given the reactants [CH2:1]([O:3][C:4]([CH:6]1[CH2:11][CH2:10][N:9]([C:12]2[C:21]3[C:16](=[CH:17][N:18]=[CH:19][CH:20]=3)[CH:15]=[C:14]([C:22]3[C:27](Br)=[CH:26][N:25]=[C:24]([NH:29][CH:30]4[CH2:35][CH2:34][CH2:33][CH2:32][CH2:31]4)[CH:23]=3)[N:13]=2)[CH2:8][CH2:7]1)=[O:5])[CH3:2].[CH3:36]B1OB(C)OB(C)O1, predict the reaction product. The product is: [CH2:1]([O:3][C:4]([CH:6]1[CH2:11][CH2:10][N:9]([C:12]2[C:21]3[C:16](=[CH:17][N:18]=[CH:19][CH:20]=3)[CH:15]=[C:14]([C:22]3[C:27]([CH3:36])=[CH:26][N:25]=[C:24]([NH:29][CH:30]4[CH2:35][CH2:34][CH2:33][CH2:32][CH2:31]4)[CH:23]=3)[N:13]=2)[CH2:8][CH2:7]1)=[O:5])[CH3:2]. (2) The product is: [CH3:10][N:9]([CH2:11][C:12]1[CH:13]=[C:14]2[C:18](=[CH:19][CH:20]=1)[NH:17][CH:16]=[C:15]2[C:28](=[O:29])[CH:30]([NH:37][C:38]1[CH:43]=[CH:42][CH:41]=[C:40]([O:44][CH3:45])[CH:39]=1)[C:31]1[CH:32]=[CH:33][CH:34]=[CH:35][CH:36]=1)[CH3:8]. Given the reactants C(N(CC)CC)C.[CH3:8][N:9]([CH2:11][C:12]1[CH:13]=[C:14]2[C:18](=[CH:19][CH:20]=1)[N:17](C(OC(C)(C)C)=O)[CH:16]=[C:15]2[CH:28]=[O:29])[CH3:10].[CH:30](=[N:37][C:38]1[CH:43]=[CH:42][CH:41]=[C:40]([O:44][CH3:45])[CH:39]=1)[C:31]1[CH:36]=[CH:35][CH:34]=[CH:33][CH:32]=1, predict the reaction product.